The task is: Regression/Classification. Given a drug SMILES string, predict its absorption, distribution, metabolism, or excretion properties. Task type varies by dataset: regression for continuous measurements (e.g., permeability, clearance, half-life) or binary classification for categorical outcomes (e.g., BBB penetration, CYP inhibition). Dataset: pampa_ncats.. This data is from PAMPA (Parallel Artificial Membrane Permeability Assay) permeability data from NCATS. The compound is C1=CC=NC(=C1)S(=O)(=O)C2=CC=C(C=C2)Cl. The result is 1 (high permeability).